From a dataset of Peptide-MHC class I binding affinity with 185,985 pairs from IEDB/IMGT. Regression. Given a peptide amino acid sequence and an MHC pseudo amino acid sequence, predict their binding affinity value. This is MHC class I binding data. The peptide sequence is PAASAIFDV. The MHC is HLA-A25:01 with pseudo-sequence HLA-A25:01. The binding affinity (normalized) is 0.0847.